Dataset: Forward reaction prediction with 1.9M reactions from USPTO patents (1976-2016). Task: Predict the product of the given reaction. (1) Given the reactants I[C:2]1[C:10]2[C:5](=[N:6][CH:7]=[C:8]([C:11]3[CH:16]=[C:15]([O:17][CH3:18])[C:14]([O:19][CH3:20])=[C:13]([O:21][CH3:22])[CH:12]=3)[N:9]=2)[N:4]([Si](C(C)C)(C(C)C)C(C)C)[CH:3]=1.[Li]CCCC.CO[C:40]([CH3:48])([CH3:47])[C:41](N(OC)C)=[O:42].CCCC[N+](CCCC)(CCCC)CCCC.[F-].[O:67]1CCC[CH2:68]1, predict the reaction product. The product is: [OH:67][CH2:68][C:40]([CH3:47])([CH3:48])[C:41]([C:2]1[C:10]2[C:5](=[N:6][CH:7]=[C:8]([C:11]3[CH:12]=[C:13]([O:21][CH3:22])[C:14]([O:19][CH3:20])=[C:15]([O:17][CH3:18])[CH:16]=3)[N:9]=2)[NH:4][CH:3]=1)=[O:42]. (2) Given the reactants CN1CCN([C:8]2[CH:13]=[CH:12][C:11]([NH:14][C:15]3[N:24]=[CH:23][C:22]4[CH2:21][CH2:20][C:19]5=[C:25]6[C:31](=[O:32])[NH:30][CH2:29][CH2:28][N:26]6[N:27]=[C:18]5[C:17]=4[N:16]=3)=[CH:10][C:9]=2C(F)(F)F)CC1.ClC1C=C(NC2N=CC3CCC4=C5C(=O)NCCN5N=C4C=3N=2)C=CC=1N1CCN(C)CC1.CN1CCN(C2C=CC(NC3N=CC4CCC5=C6C(=O)NCCN6N=C5C=4N=3)=CC=2)CC1.NC1N=CC2CCC3=C4C(=O)NCCN4N=C3C=2N=1, predict the reaction product. The product is: [NH:14]([C:15]1[N:24]=[CH:23][C:22]2[CH2:21][CH2:20][C:19]3=[C:25]4[C:31](=[O:32])[NH:30][CH2:29][CH2:28][N:26]4[N:27]=[C:18]3[C:17]=2[N:16]=1)[C:11]1[CH:12]=[CH:13][CH:8]=[CH:9][CH:10]=1. (3) Given the reactants [CH3:1][N:2]([CH2:4][C:5]1[C:13]2[O:12][N:11]=[C:10]([CH2:14][CH2:15][CH:16]3[CH2:21][CH2:20][NH:19][CH2:18][CH2:17]3)[C:9]=2[CH:8]=[CH:7][C:6]=1[C:22]1[CH:27]=[CH:26][CH:25]=[CH:24][CH:23]=1)[CH3:3].[Si:28]([O:45][CH2:46][C:47]1([CH:51]=O)[CH2:50][CH2:49][CH2:48]1)([C:41]([CH3:44])([CH3:43])[CH3:42])([C:35]1[CH:40]=[CH:39][CH:38]=[CH:37][CH:36]=1)[C:29]1[CH:34]=[CH:33][CH:32]=[CH:31][CH:30]=1.OCC1(CO)CCC1, predict the reaction product. The product is: [CH3:1][N:2]([CH2:4][C:5]1[C:13]2[O:12][N:11]=[C:10]([CH2:14][CH2:15][CH:16]3[CH2:17][CH2:18][N:19]([CH2:51][C:47]4([CH2:46][O:45][Si:28]([C:41]([CH3:44])([CH3:43])[CH3:42])([C:35]5[CH:36]=[CH:37][CH:38]=[CH:39][CH:40]=5)[C:29]5[CH:30]=[CH:31][CH:32]=[CH:33][CH:34]=5)[CH2:50][CH2:49][CH2:48]4)[CH2:20][CH2:21]3)[C:9]=2[CH:8]=[CH:7][C:6]=1[C:22]1[CH:27]=[CH:26][CH:25]=[CH:24][CH:23]=1)[CH3:3]. (4) Given the reactants C([N:3]([CH2:15][CH3:16])[C:4](=[O:14])[C:5]1[CH:10]=[CH:9][C:8]([O:11][CH3:12])=[CH:7][C:6]=1[CH3:13])C.[Li]CCCC.[CH:22]([O:25][C:26]1[CH:33]=[CH:32]C(C#N)=[CH:28][CH:27]=1)([CH3:24])[CH3:23], predict the reaction product. The product is: [CH:22]([O:25][C:26]1[CH:33]=[CH:32][C:16]([C:15]2[NH:3][C:4](=[O:14])[C:5]3[C:6]([CH:13]=2)=[CH:7][C:8]([O:11][CH3:12])=[CH:9][CH:10]=3)=[CH:28][CH:27]=1)([CH3:24])[CH3:23]. (5) The product is: [C:26]([C:24]1[C:23]([O:29][CH2:30][CH3:31])=[C:22]([CH:32]([OH:37])[CH2:33][NH:9][C:10](=[O:16])[O:11][C:12]([CH3:15])([CH3:14])[CH3:13])[C:21]([F:34])=[C:20]([Cl:19])[CH:25]=1)(=[O:28])[CH3:27]. Given the reactants ClC1C=CC(C(O[NH:9][C:10](=[O:16])[O:11][C:12]([CH3:15])([CH3:14])[CH3:13])=O)=CC=1.[Cl:19][C:20]1[C:21]([F:34])=[C:22]([CH:32]=[CH2:33])[C:23]([O:29][CH2:30][CH3:31])=[C:24]([C:26](=[O:28])[CH3:27])[CH:25]=1.C(=O)([O-:37])N, predict the reaction product.